Dataset: Catalyst prediction with 721,799 reactions and 888 catalyst types from USPTO. Task: Predict which catalyst facilitates the given reaction. (1) Reactant: [CH3:1][S:2]([C:5]1[CH:10]=[CH:9][CH:8]=[CH:7][CH:6]=1)(=[O:4])=[O:3].[CH:11]([NH:14]C(C)C)(C)[CH3:12].[Li].[CH2:19]1[CH2:23][O:22][CH2:21][CH2:20]1. Product: [C:5]1([S:2]([CH2:1][C:21]([C:20]2[CH:19]=[CH:23][CH:12]=[CH:11][N:14]=2)=[O:22])(=[O:4])=[O:3])[CH:10]=[CH:9][CH:8]=[CH:7][CH:6]=1. The catalyst class is: 25. (2) Reactant: [CH2:1]1[C:5]2[C:6]3[C:11]([C:12]4[CH:13]=[CH:14][CH:15]=[CH:16][C:17]=4[C:4]=2[CH:3]=[C:2]1[Si:18]([CH3:21])([CH3:20])Cl)=[CH:10][CH:9]=[CH:8][CH:7]=3.[C:22]([NH2:26])([CH3:25])([CH3:24])[CH3:23]. Product: [CH2:1]1[C:5]2[C:6]3[C:11]([C:12]4[CH:13]=[CH:14][CH:15]=[CH:16][C:17]=4[C:4]=2[CH:3]=[C:2]1[Si:18]([CH3:21])([CH3:20])[NH:26][C:22]([CH3:25])([CH3:24])[CH3:23])=[CH:10][CH:9]=[CH:8][CH:7]=3. The catalyst class is: 81. (3) Reactant: Br[C:2]1[CH:3]=[C:4]2[N:9]([CH:10]=1)[N:8]=[CH:7][N:6]=[C:5]2[OH:11].BrC1C=C(C(OC)=O)NC=1.CC1(C)C(C)(C)OB([C:30]2[CH:35]=[CH:34][N:33]=[C:32]([N:36]3[CH2:41][CH2:40][O:39][CH2:38][CH2:37]3)[CH:31]=2)O1.C([O-])([O-])=O.[K+].[K+]. Product: [O:39]1[CH2:40][CH2:41][N:36]([C:32]2[CH:31]=[C:30]([C:2]3[CH:3]=[C:4]4[N:9]([CH:10]=3)[N:8]=[CH:7][N:6]=[C:5]4[OH:11])[CH:35]=[CH:34][N:33]=2)[CH2:37][CH2:38]1. The catalyst class is: 128. (4) Reactant: [C:1]1([CH2:7][CH2:8]/[CH:9]=[CH:10]/[CH:11]=[CH:12]/[C:13](OCC)=[O:14])[CH:6]=[CH:5][CH:4]=[CH:3][CH:2]=1.CC(C[AlH]CC(C)C)C.Cl. Product: [C:1]1([CH2:7][CH2:8]/[CH:9]=[CH:10]/[CH:11]=[CH:12]/[CH2:13][OH:14])[CH:6]=[CH:5][CH:4]=[CH:3][CH:2]=1. The catalyst class is: 11. (5) Reactant: [Cl:1][S:2]([OH:5])(=O)=[O:3].P(Cl)(Cl)(Cl)(Cl)Cl.[F:12][C:13]([F:26])([F:25])[C:14]1[CH:19]=[CH:18][C:17]([C:20]2[CH:24]=[CH:23][S:22][CH:21]=2)=[CH:16][CH:15]=1.CCCCCC. Product: [F:26][C:13]([F:12])([F:25])[C:14]1[CH:15]=[CH:16][C:17]([C:20]2[CH:24]=[C:23]([S:2]([Cl:1])(=[O:5])=[O:3])[S:22][CH:21]=2)=[CH:18][CH:19]=1. The catalyst class is: 4.